From a dataset of NCI-60 drug combinations with 297,098 pairs across 59 cell lines. Regression. Given two drug SMILES strings and cell line genomic features, predict the synergy score measuring deviation from expected non-interaction effect. Drug 1: CC1C(C(CC(O1)OC2CC(CC3=C2C(=C4C(=C3O)C(=O)C5=C(C4=O)C(=CC=C5)OC)O)(C(=O)C)O)N)O.Cl. Drug 2: C1=CC=C(C(=C1)C(C2=CC=C(C=C2)Cl)C(Cl)Cl)Cl. Cell line: ACHN. Synergy scores: CSS=35.3, Synergy_ZIP=5.17, Synergy_Bliss=3.57, Synergy_Loewe=-29.0, Synergy_HSA=3.57.